Dataset: Peptide-MHC class I binding affinity with 185,985 pairs from IEDB/IMGT. Task: Regression. Given a peptide amino acid sequence and an MHC pseudo amino acid sequence, predict their binding affinity value. This is MHC class I binding data. (1) The peptide sequence is HPVHAGPIA. The MHC is HLA-B42:02 with pseudo-sequence YHSEYRNIYAQTDESNLYLSYNYYTWAVDAYTWY. The binding affinity (normalized) is 0.243. (2) The peptide sequence is ISVNNVCHMY. The MHC is HLA-A02:06 with pseudo-sequence HLA-A02:06. The binding affinity (normalized) is 0. (3) The peptide sequence is YQLGDYFFV. The MHC is HLA-A69:01 with pseudo-sequence HLA-A69:01. The binding affinity (normalized) is 0.949. (4) The peptide sequence is SLVIVTTFV. The MHC is HLA-B40:01 with pseudo-sequence HLA-B40:01. The binding affinity (normalized) is 0.0677. (5) The peptide sequence is ATKDGSHYK. The MHC is HLA-A03:01 with pseudo-sequence HLA-A03:01. The binding affinity (normalized) is 0.369. (6) The binding affinity (normalized) is 0.382. The peptide sequence is QAELTSNCTR. The MHC is HLA-A31:01 with pseudo-sequence HLA-A31:01. (7) The binding affinity (normalized) is 0.185. The peptide sequence is STLPETTVVRR. The MHC is HLA-A02:01 with pseudo-sequence HLA-A02:01. (8) The peptide sequence is RQILDNAAK. The MHC is HLA-A11:01 with pseudo-sequence HLA-A11:01. The binding affinity (normalized) is 0.540. (9) The peptide sequence is ESPSSIWVF. The MHC is HLA-A24:02 with pseudo-sequence HLA-A24:02. The binding affinity (normalized) is 0.835. (10) The peptide sequence is GLENGLNYI. The MHC is HLA-A02:06 with pseudo-sequence HLA-A02:06. The binding affinity (normalized) is 0.384.